From a dataset of Reaction yield outcomes from USPTO patents with 853,638 reactions. Predict the reaction yield, written as a fraction of the theoretical maximum amount of product (1.0 means a 100% yield; for example, 0.34 means a 34% yield). (1) The reactants are C[Mg]Cl.[C:4]1(=[O:14])[C:8]2(CCCC[CH2:9]2)[CH2:7]CC1.C1(=O)CCCC1.[Cl-].[NH4+].[CH3:23][C:24]1([OH:34])[C:28]2([CH2:33][CH2:32][CH2:31][CH2:30][CH2:29]2)[CH2:27][CH2:26][CH2:25]1. The catalyst is C1(C)C=CC=CC=1.O1CCCC1. The product is [C:4]([O:34][C:24]1([CH3:23])[C:28]2([CH2:29][CH2:30][CH2:31][CH2:32][CH2:33]2)[CH2:27][CH2:26][CH2:25]1)(=[O:14])[C:8]([CH3:9])=[CH2:7]. The yield is 0.630. (2) The product is [F:25][C:26]1[CH:33]=[CH:32][C:29]([CH2:30][NH:11][C@H:12]2[CH:20]3[CH:15]4[CH2:16][CH:17]5[CH:19]3[CH:18]5[CH:14]4[C@H:13]2[C:21]([O:23][CH3:24])=[O:22])=[CH:28][CH:27]=1. The reactants are C(OC([NH:11][C@H:12]1[CH:20]2[CH:15]3[CH2:16][CH:17]4[CH:19]2[CH:18]4[CH:14]3[C@H:13]1[C:21]([O:23][CH3:24])=[O:22])=O)C1C=CC=CC=1.[F:25][C:26]1[CH:33]=[CH:32][C:29]([CH:30]=O)=[CH:28][CH:27]=1.C(O)(=O)C.C([BH3-])#N.[Na+]. The catalyst is C(OCC)(=O)C.[Pd].C(=O)(O)[O-].[Na+]. The yield is 0.640.